Dataset: Full USPTO retrosynthesis dataset with 1.9M reactions from patents (1976-2016). Task: Predict the reactants needed to synthesize the given product. (1) The reactants are: [OH:1][C:2]1[CH:3]=[C:4]([C:15]#[C:16][Si:17]([CH3:20])([CH3:19])[CH3:18])[CH:5]=[C:6]2[C:11]=1[C:10](=[O:12])[CH2:9][CH2:8][C:7]2([CH3:14])[CH3:13].C(N(CC)CC)C.[CH3:28][Si:29]([CH3:36])([CH3:35])[CH2:30][CH2:31][O:32][CH2:33]Cl. Given the product [CH3:14][C:7]1([CH3:13])[C:6]2[C:11](=[C:2]([O:1][CH2:33][O:32][CH2:31][CH2:30][Si:29]([CH3:36])([CH3:35])[CH3:28])[CH:3]=[C:4]([C:15]#[C:16][Si:17]([CH3:20])([CH3:19])[CH3:18])[CH:5]=2)[C:10](=[O:12])[CH2:9][CH2:8]1, predict the reactants needed to synthesize it. (2) Given the product [C:11]1([CH:7]([C:1]2[CH:2]=[CH:3][CH:4]=[CH:5][CH:6]=2)[CH2:8][N:9]([CH3:10])[C:23](=[O:24])[CH:22]([OH:26])[C:21]2[CH:20]=[CH:30][CH:29]=[CH:28][CH:27]=2)[CH:12]=[CH:13][CH:14]=[CH:15][CH:16]=1, predict the reactants needed to synthesize it. The reactants are: [C:1]1([CH:7]([C:11]2[CH:16]=[CH:15][CH:14]=[CH:13][CH:12]=2)[CH2:8][NH:9][CH3:10])[CH:6]=[CH:5][CH:4]=[CH:3][CH:2]=1.C([C:20]1[CH:30]=[CH:29][CH:28]=[CH:27][C:21]=1[CH:22]([OH:26])[C:23](Cl)=[O:24])(=O)C.C(N(CC)CC)C.[OH-].[Li+]. (3) Given the product [CH3:19][O:18][C:14]([C:15]1[S:16][C:5]([CH:4]([O:3][CH2:1][CH3:2])[O:11][CH2:12][CH3:13])=[CH:6][C:7]=1[CH2:8][CH3:9])=[O:17], predict the reactants needed to synthesize it. The reactants are: [CH2:1]([O:3][CH:4]([O:11][CH2:12][CH3:13])[C:5]#[C:6][C:7](=O)[CH2:8][CH3:9])[CH3:2].[C:14]([O:18][CH3:19])(=[O:17])[CH2:15][SH:16].CO.C([O-])([O-])=O.[Cs+].[Cs+].[O-]S([O-])(=O)=O.[Mg+2]. (4) Given the product [CH:1]1([C:4]2[N:8]=[C:7]([C:9]3[C:10]4[CH2:27][CH2:26][CH2:25][C:11]=4[S:12][C:13]=3[NH:14][C:15]([C:17]3[CH2:28][CH2:21][CH2:20][CH2:19][C:18]=3[C:22]([OH:24])=[O:23])=[O:16])[O:6][N:5]=2)[CH2:3][CH2:2]1, predict the reactants needed to synthesize it. The reactants are: [CH:1]1([C:4]2[N:8]=[C:7]([C:9]3[C:10]4[CH2:27][CH2:26][CH2:25][C:11]=4[S:12][C:13]=3[NH:14][C:15]([C:17]3[CH2:21][CH2:20][CH2:19][C:18]=3[C:22]([OH:24])=[O:23])=[O:16])[O:6][N:5]=2)[CH2:3][CH2:2]1.[C:28]12C(=O)OC(=O)C=1CCCC2.